Dataset: Full USPTO retrosynthesis dataset with 1.9M reactions from patents (1976-2016). Task: Predict the reactants needed to synthesize the given product. (1) Given the product [Cl:18][C:16]1[CH:15]=[CH:14][C:13]([O:19][CH3:20])=[C:12]([C:5]2[N:4]([CH2:3][C:2]([NH2:1])=[O:21])[C:35](=[S:36])[NH:34][C:7](=[O:9])[CH:6]=2)[CH:17]=1, predict the reactants needed to synthesize it. The reactants are: [NH2:1][C:2](=[O:21])[CH2:3][NH:4]/[C:5](/[C:12]1[CH:17]=[C:16]([Cl:18])[CH:15]=[CH:14][C:13]=1[O:19][CH3:20])=[CH:6]\[C:7]([O:9]CC)=O.C(OCCCC)(=O)C.C[Si]([N:34]=[C:35]=[S:36])(C)C.[OH-].[Na+]. (2) Given the product [CH2:25]([S:27]([C:4]1[CH:8]=[CH:7][S:6][C:5]=1[C:9]1[O:10][C:11]2[CH:17]=[CH:16][C:15]([C:18]([F:24])([F:23])[C:19]([F:22])([F:21])[F:20])=[CH:14][C:12]=2[N:13]=1)(=[O:35])=[O:28])[CH3:26], predict the reactants needed to synthesize it. The reactants are: [H-].[Na+].Br[C:4]1[CH:8]=[CH:7][S:6][C:5]=1[C:9]1[O:10][C:11]2[CH:17]=[CH:16][C:15]([C:18]([F:24])([F:23])[C:19]([F:22])([F:21])[F:20])=[CH:14][C:12]=2[N:13]=1.[CH2:25]([SH:27])[CH3:26].[OH2:28].CN1C(=[O:35])CCC1. (3) Given the product [Cl:18][C:19]1[CH:24]=[CH:23][C:22]([N:25]2[C:11]([C:12]([F:13])([F:14])[F:15])=[C:5]([C:6]([OH:8])=[O:7])[CH:4]=[N:26]2)=[CH:21][CH:20]=1, predict the reactants needed to synthesize it. The reactants are: C(O[CH:4]=[C:5]([C:11](=O)[C:12]([F:15])([F:14])[F:13])[C:6]([O:8]CC)=[O:7])C.Cl.[Cl:18][C:19]1[CH:24]=[CH:23][C:22]([NH:25][NH2:26])=[CH:21][CH:20]=1. (4) Given the product [O:8]=[C:7]([C:6]1[CH:10]=[CH:11][CH:12]=[C:4]([O:3][C:2]([F:14])([F:13])[F:1])[CH:5]=1)[CH2:19][C:20]([OH:22])=[O:21].[CH3:42][C:41]1([CH3:43])[O:40][C:37](=[O:39])[CH:38]=[C:7]([C:6]2[CH:10]=[CH:11][CH:12]=[C:4]([O:3][C:2]([F:14])([F:13])[F:1])[CH:5]=2)[O:8]1, predict the reactants needed to synthesize it. The reactants are: [F:1][C:2]([F:14])([F:13])[O:3][C:4]1[CH:5]=[C:6]([CH:10]=[CH:11][CH:12]=1)[C:7](Cl)=[O:8].C[Si]([C:19]([Si](C)(C)C)(C([O-])=O)[C:20]([O-:22])=[O:21])(C)C.[Li+].[Br-].OS(O)(=O)=O.[C:37]([O:40][C:41]([CH3:43])=[CH2:42])(=[O:39])[CH3:38]. (5) Given the product [CH2:1]([O:8][C:9]1[CH:14]=[CH:13][CH:12]=[CH:11][C:10]=1[S:29]([Cl:32])(=[O:31])=[O:30])[C:2]1[CH:7]=[CH:6][CH:5]=[CH:4][CH:3]=1, predict the reactants needed to synthesize it. The reactants are: [CH2:1]([O:8][C:9]1[CH:14]=[CH:13][CH:12]=[CH:11][C:10]=1Br)[C:2]1[CH:7]=[CH:6][CH:5]=[CH:4][CH:3]=1.C([Li])CCC.S(=O)=O.C1COCC1.[S:29](Cl)([Cl:32])(=[O:31])=[O:30].